Dataset: Full USPTO retrosynthesis dataset with 1.9M reactions from patents (1976-2016). Task: Predict the reactants needed to synthesize the given product. (1) Given the product [CH3:15][N:16]1[CH2:21][CH2:20][N:19]([CH2:14][C:13]2[NH:3][C:4](=[O:12])[C:5]3[C:6]([CH:11]=2)=[CH:7][CH:8]=[CH:9][CH:10]=3)[CH2:18][CH2:17]1, predict the reactants needed to synthesize it. The reactants are: C([N:3]([CH2:13][CH3:14])[C:4](=[O:12])[C:5]1[CH:10]=[CH:9][CH:8]=[CH:7][C:6]=1[CH3:11])C.[CH3:15][N:16]1[CH2:21][CH2:20][N:19](CC#N)[CH2:18][CH2:17]1. (2) Given the product [CH3:31][C:28]([C:24]1[CH:23]=[C:22]([S:19]([N:7]2[C:8]3[C:13](=[CH:12][C:11]([C:15]([F:16])([F:17])[F:18])=[CH:10][CH:9]=3)[CH:14]=[C:6]2[CH2:5][C:1]#[N:2])(=[O:21])=[O:20])[CH:27]=[CH:26][CH:25]=1)([CH3:29])[CH3:30], predict the reactants needed to synthesize it. The reactants are: [C-:1]#[N:2].[K+].Br[CH2:5][C:6]1[N:7]([S:19]([C:22]2[CH:27]=[CH:26][CH:25]=[C:24]([C:28]([CH3:31])([CH3:30])[CH3:29])[CH:23]=2)(=[O:21])=[O:20])[C:8]2[C:13]([CH:14]=1)=[CH:12][C:11]([C:15]([F:18])([F:17])[F:16])=[CH:10][CH:9]=2.C([O-])([O-])=O.[Na+].[Na+]. (3) Given the product [C:21]([C:18]1[CH:19]=[CH:20][C:15]([C:11]2[CH:12]=[C:13]3[C:8](=[CH:9][CH:10]=2)[N:7]([C:25]2[CH:26]=[CH:27][C:28]([O:31][CH:32]4[CH2:36][CH2:35][CH2:34][CH2:33]4)=[CH:29][CH:30]=2)[C:6]([CH2:4][OH:3])=[CH:14]3)=[CH:16][CH:17]=1)([CH3:24])([CH3:22])[CH3:23], predict the reactants needed to synthesize it. The reactants are: C([O:3][C:4]([C:6]1[N:7]([C:25]2[CH:30]=[CH:29][C:28]([O:31][CH:32]3[CH2:36][CH2:35][CH2:34][CH2:33]3)=[CH:27][CH:26]=2)[C:8]2[C:13]([CH:14]=1)=[CH:12][C:11]([C:15]1[CH:20]=[CH:19][C:18]([C:21]([CH3:24])([CH3:23])[CH3:22])=[CH:17][CH:16]=1)=[CH:10][CH:9]=2)=O)C.[H-].[H-].[H-].[H-].[Li+].[Al+3].[NH4+].[Cl-].CCOC(C)=O. (4) The reactants are: [F:1][C:2]1[CH:3]=[C:4]([OH:8])[CH:5]=[CH:6][CH:7]=1.P([O-])([O-])([O-])=O.[K+].[K+].[K+].[F:17][C:18]([F:31])([F:30])[S:19](O[S:19]([C:18]([F:31])([F:30])[F:17])(=[O:21])=[O:20])(=[O:21])=[O:20]. Given the product [F:17][C:18]([F:31])([F:30])[S:19]([O:8][C:4]1[CH:5]=[CH:6][CH:7]=[C:2]([F:1])[CH:3]=1)(=[O:21])=[O:20], predict the reactants needed to synthesize it.